This data is from Catalyst prediction with 721,799 reactions and 888 catalyst types from USPTO. The task is: Predict which catalyst facilitates the given reaction. (1) Reactant: [ClH:1].[CH3:2][O:3][C:4]1[C:9]([CH2:10][Cl:11])=[CH:8][CH:7]=[CH:6][N:5]=1.[NH3:12]. Product: [ClH:11].[ClH:1].[CH3:2][O:3][C:4]1[C:9]([CH2:10][NH2:12])=[CH:8][CH:7]=[CH:6][N:5]=1. The catalyst class is: 72. (2) Reactant: C1N(CCCS(O)(=O)=O)CCOC1.[CH3:14][C@H:15]1[C:22]([S:23][C@@H:24]2[CH2:28][NH:27][C@H:26]([C:29]([NH:31][C:32]3[CH:33]=[CH:34][CH:35]=[C:36]([C:38]([OH:40])=[O:39])[CH:37]=3)=[O:30])[CH2:25]2)=[C:21]([C:41]([OH:43])=[O:42])[N:20]2[C@H:16]1[C@@H:17]([C@H:44]([OH:46])[CH3:45])[C:18]2=[O:19].[OH-].[Na+:48]. Product: [CH3:14][C@H:15]1[C:22]([S:23][C@@H:24]2[CH2:28][NH:27][C@H:26]([C:29]([NH:31][C:32]3[CH:33]=[CH:34][CH:35]=[C:36]([C:38]([O-:40])=[O:39])[CH:37]=3)=[O:30])[CH2:25]2)=[C:21]([C:41]([OH:43])=[O:42])[N:20]2[C@H:16]1[C@@H:17]([C@H:44]([OH:46])[CH3:45])[C:18]2=[O:19].[Na+:48]. The catalyst class is: 13. (3) Reactant: C(OCC)(=O)C.[C:7]1([NH2:14])[CH:12]=[CH:11][CH:10]=[CH:9][C:8]=1[NH2:13].C(=O)([O-])[O-].[Na+].[Na+].[C:21]1([S:27](Cl)(=[O:29])=[O:28])[CH:26]=[CH:25][CH:24]=[CH:23][CH:22]=1. Product: [NH2:13][C:8]1[CH:9]=[CH:10][CH:11]=[CH:12][C:7]=1[NH:14][S:27]([C:21]1[CH:26]=[CH:25][CH:24]=[CH:23][CH:22]=1)(=[O:29])=[O:28]. The catalyst class is: 6. (4) Reactant: [F:1][C:2]1[CH:7]=[CH:6][C:5]([CH2:8][C:9]([N:11]2[CH2:16][CH2:15][CH:14]([C:17](=[O:37])[C:18]3[CH:23]=[CH:22][CH:21]=[C:20]([O:24][Si:25]([CH:32]([CH3:34])[CH3:33])([CH:29]([CH3:31])[CH3:30])[CH:26]([CH3:28])[CH3:27])[C:19]=3[O:35][CH3:36])[CH2:13][CH2:12]2)=O)=[CH:4][CH:3]=1. Product: [F:1][C:2]1[CH:7]=[CH:6][C:5]([CH2:8][CH2:9][N:11]2[CH2:12][CH2:13][CH:14]([CH:17]([C:18]3[CH:23]=[CH:22][CH:21]=[C:20]([O:24][Si:25]([CH:26]([CH3:28])[CH3:27])([CH:32]([CH3:33])[CH3:34])[CH:29]([CH3:30])[CH3:31])[C:19]=3[O:35][CH3:36])[OH:37])[CH2:15][CH2:16]2)=[CH:4][CH:3]=1. The catalyst class is: 11. (5) Reactant: C[O:2][C:3](=O)[CH:4]([NH:6][C:7]([O:9][C:10]([CH3:13])([CH3:12])[CH3:11])=[O:8])[CH3:5].CC(C[AlH]CC(C)C)C.CO.C(O)(=O)CC(CC(O)=O)(C(O)=O)O. Product: [C:10]([O:9][C:7](=[O:8])[NH:6][CH:4]([CH3:5])[CH:3]=[O:2])([CH3:13])([CH3:11])[CH3:12]. The catalyst class is: 93. (6) Reactant: F[B-](F)(F)F.F[B-](F)(F)F.ClC[N+]12CC[N+]([F:21])(CC1)CC2.[Si]([O:29][C:30]1[CH:31]=[C:32]([C:36]2[CH:41]=[CH:40][N:39]=[CH:38][C:37]=2[N+:42]([O-:44])=[O:43])[CH2:33][CH2:34][CH:35]=1)(C(C)(C)C)(C)C. Product: [F:21][CH:35]1[C:30](=[O:29])[CH:31]=[C:32]([C:36]2[CH:41]=[CH:40][N:39]=[CH:38][C:37]=2[N+:42]([O-:44])=[O:43])[CH2:33][CH2:34]1. The catalyst class is: 10.